From a dataset of Full USPTO retrosynthesis dataset with 1.9M reactions from patents (1976-2016). Predict the reactants needed to synthesize the given product. (1) Given the product [CH2:30]([O:29][C:26]1[CH:25]=[CH:24][C:23]([C:20]2[N:19]=[N:18][C:17]([NH:15][NH:16][C:61](=[O:62])[CH2:60][C:53]3[C:54]4[C:59](=[CH:58][CH:57]=[CH:56][CH:55]=4)[NH:51][CH:52]=3)=[N:22][CH:21]=2)=[CH:28][CH:27]=1)[C:31]1[CH:32]=[CH:33][CH:34]=[CH:35][CH:36]=1, predict the reactants needed to synthesize it. The reactants are: N(C1N=NC(C2C=CC=CC=2)=CN=1)N.[NH:15]([C:17]1[N:18]=[N:19][C:20]([C:23]2[CH:28]=[CH:27][C:26]([O:29][CH2:30][C:31]3[CH:36]=[CH:35][CH:34]=[CH:33][CH:32]=3)=[CH:25][CH:24]=2)=[CH:21][N:22]=1)[NH2:16].N1C2C(=CC(CC(O)=O)=CC=2)C=CC=1.[NH:51]1[C:59]2[C:54](=[CH:55][CH:56]=[CH:57][CH:58]=2)[C:53]([CH2:60][C:61](O)=[O:62])=[CH:52]1. (2) Given the product [Br:11][C:7]1[CH:6]=[C:3]2[C:2](=[C:9]([Br:10])[CH:8]=1)[NH:1][CH:21]([C:20]([F:19])([F:29])[F:28])[C:22]([C:23]([O:25][CH2:26][CH3:27])=[O:24])=[CH:4]2, predict the reactants needed to synthesize it. The reactants are: [NH2:1][C:2]1[C:9]([Br:10])=[CH:8][C:7]([Br:11])=[CH:6][C:3]=1[CH:4]=O.C(N(CC)CC)C.[F:19][C:20]([F:29])([F:28])/[CH:21]=[CH:22]/[C:23]([O:25][CH2:26][CH3:27])=[O:24].C(OCC)(=O)C. (3) Given the product [CH3:4][P:2]([C:5]1[CH:6]=[CH:7][C:8]([C:21]2[NH:39][C:24]3=[N:25][CH:26]=[C:27]([NH:29][C:30]([C:32]4[NH:36][N:35]=[C:34]([CH3:37])[C:33]=4[CH3:38])=[O:31])[CH:28]=[C:23]3[CH:22]=2)=[CH:9][CH:10]=1)([CH3:1])=[O:3], predict the reactants needed to synthesize it. The reactants are: [CH3:1][P:2]([C:5]1[CH:10]=[CH:9][C:8](B2OC(C)(C)C(C)(C)O2)=[CH:7][CH:6]=1)([CH3:4])=[O:3].I[C:21]1[NH:39][C:24]2=[N:25][CH:26]=[C:27]([NH:29][C:30]([C:32]3[NH:36][N:35]=[C:34]([CH3:37])[C:33]=3[CH3:38])=[O:31])[CH:28]=[C:23]2[CH:22]=1.C(=O)([O-])[O-].[K+].[K+]. (4) Given the product [O:25]1[CH:22]=[CH:23][CH:31]=[C:30]1[C:2]1[C:3]([O:20][CH3:21])=[CH:4][C:5]([CH:17]([CH3:19])[CH3:18])=[C:6]([CH:16]=1)[O:7][C:8]1[C:9]([NH2:15])=[N:10][C:11]([NH2:14])=[N:12][CH:13]=1, predict the reactants needed to synthesize it. The reactants are: I[C:2]1[C:3]([O:20][CH3:21])=[CH:4][C:5]([CH:17]([CH3:19])[CH3:18])=[C:6]([CH:16]=1)[O:7][C:8]1[C:9]([NH2:15])=[N:10][C:11]([NH2:14])=[N:12][CH:13]=1.[C:22]([O-:25])(=O)[CH3:23].[K+].S1[CH:31]=[CH:30]N=C1. (5) Given the product [CH3:12][C:13]1[S:17][C:16]([C:2]2[CH:3]=[C:4]([CH:9]=[CH:10][N:11]=2)[C:5]([O:7][CH3:8])=[O:6])=[N:15][CH:14]=1, predict the reactants needed to synthesize it. The reactants are: Br[C:2]1[CH:3]=[C:4]([CH:9]=[CH:10][N:11]=1)[C:5]([O:7][CH3:8])=[O:6].[CH3:12][C:13]1[S:17][C:16]([Sn](CCCC)(CCCC)CCCC)=[N:15][CH:14]=1. (6) Given the product [NH2:7][C:8]1[S:9][C:10]([C:34]2[CH:35]=[CH:36][CH:37]=[CH:38][CH:39]=2)=[CH:11][C:12]=1[C:13]([N:15]1[CH2:20][CH2:19][CH:18]([N:21]2[CH2:26][CH2:25][CH2:24][CH:23]([C:27]([N:29]([CH2:30][CH3:31])[CH2:32][CH3:33])=[O:28])[CH2:22]2)[CH2:17][CH2:16]1)=[O:14], predict the reactants needed to synthesize it. The reactants are: C(OC(=O)[NH:7][C:8]1[S:9][C:10]([C:34]2[CH:39]=[CH:38][CH:37]=[CH:36][CH:35]=2)=[CH:11][C:12]=1[C:13]([N:15]1[CH2:20][CH2:19][CH:18]([N:21]2[CH2:26][CH2:25][CH2:24][CH:23]([C:27]([N:29]([CH2:32][CH3:33])[CH2:30][CH3:31])=[O:28])[CH2:22]2)[CH2:17][CH2:16]1)=[O:14])(C)(C)C. (7) Given the product [C:3]([C:4]1[NH:6][C:11]([C:12]([CH3:15])([CH3:14])[CH3:13])=[CH:10][N:5]=1)([CH3:8])([CH3:7])[CH3:2], predict the reactants needed to synthesize it. The reactants are: Cl.[CH3:2][C:3]([CH3:8])([CH3:7])[C:4](=[NH:6])[NH2:5].Br[CH2:10][C:11](=O)[C:12]([CH3:15])([CH3:14])[CH3:13].C(N(CC)CC)C.O. (8) Given the product [Br:1][C:2]1[CH:7]=[CH:6][C:5]2[C:20]3[C:21](=[CH:7][CH:2]=[CH:3][CH:4]=3)[NH:8][C:4]=2[CH:3]=1, predict the reactants needed to synthesize it. The reactants are: [Br:1][C:2]1[CH:7]=[CH:6][CH:5]=[C:4]([N+:8]([O-])=O)[CH:3]=1.P(O[CH2:20][CH3:21])(OCC)(OCC)=O. (9) Given the product [BrH:20].[Br:20][C:8]1[C:7](=[O:17])[N:6]2[CH2:18][C:2]([CH3:19])([CH3:1])[CH2:3][NH:4][C:5]2=[N:10][C:9]=1[C:11]1[CH:16]=[CH:15][N:14]=[CH:13][CH:12]=1, predict the reactants needed to synthesize it. The reactants are: [CH3:1][C:2]1([CH3:19])[CH2:18][N:6]2[C:7](=[O:17])[CH:8]=[C:9]([C:11]3[CH:16]=[CH:15][N:14]=[CH:13][CH:12]=3)[N:10]=[C:5]2[NH:4][CH2:3]1.[Br:20]Br. (10) Given the product [F:1][C:2]1[CH:3]=[CH:4][C:5]([CH:8]2[C:13]3=[N:14][NH:15][C:16](=[O:21])[C:17]4[CH:18]=[CH:19][CH:20]=[C:11]([C:12]=43)[NH:10][CH:9]2[C:22]2[CH:23]=[CH:24][C:25]([CH2:26][N:34]3[CH2:35][CH2:36][N:31]([CH3:30])[CH2:32][CH2:33]3)=[CH:28][CH:29]=2)=[CH:6][CH:7]=1, predict the reactants needed to synthesize it. The reactants are: [F:1][C:2]1[CH:7]=[CH:6][C:5]([CH:8]2[C:13]3=[N:14][NH:15][C:16](=[O:21])[C:17]4[CH:18]=[CH:19][CH:20]=[C:11]([C:12]=43)[NH:10][CH:9]2[C:22]2[CH:29]=[CH:28][C:25]([CH:26]=O)=[CH:24][CH:23]=2)=[CH:4][CH:3]=1.[CH3:30][N:31]1[CH2:36][CH2:35][NH:34][CH2:33][CH2:32]1.C(O)(=O)C.C(O[BH-](OC(=O)C)OC(=O)C)(=O)C.[Na+].